This data is from Full USPTO retrosynthesis dataset with 1.9M reactions from patents (1976-2016). The task is: Predict the reactants needed to synthesize the given product. (1) The reactants are: [NH2:1][CH2:2][C@:3]([OH:21])([CH2:8][C:9]([C:12]1[CH:17]=[C:16]([F:18])[CH:15]=[CH:14][C:13]=1[O:19][CH3:20])([CH3:11])[CH3:10])[C:4]([F:7])([F:6])[F:5].[NH2:22][C:23]1[N:27]([C:28]2[CH:33]=[CH:32][C:31]([F:34])=[CH:30][C:29]=2[F:35])[N:26]=[CH:25][C:24]=1[C:36](O)=[O:37]. Given the product [NH2:22][C:23]1[N:27]([C:28]2[CH:33]=[CH:32][C:31]([F:34])=[CH:30][C:29]=2[F:35])[N:26]=[CH:25][C:24]=1[C:36]([NH:1][CH2:2][C@@:3]([OH:21])([C:4]([F:7])([F:6])[F:5])[CH2:8][C:9]([C:12]1[CH:17]=[C:16]([F:18])[CH:15]=[CH:14][C:13]=1[O:19][CH3:20])([CH3:11])[CH3:10])=[O:37], predict the reactants needed to synthesize it. (2) Given the product [CH3:9][NH:10][C:11](=[O:12])[C:13]1[CH:14]=[CH:15][CH:16]=[C:17]([C:2]2[CH:7]=[N:6][NH:5][C:4](=[O:8])[CH:3]=2)[CH:18]=1, predict the reactants needed to synthesize it. The reactants are: Cl[C:2]1[CH:7]=[N:6][NH:5][C:4](=[O:8])[CH:3]=1.[CH3:9][NH:10][C:11]([C:13]1[CH:14]=[C:15](B(O)O)[CH:16]=[CH:17][CH:18]=1)=[O:12].O.C([O-])([O-])=O.[K+].[K+]. (3) The reactants are: Cl[C:2]1[C:11]2[C:6](=[CH:7][C:8]([O:12][CH3:13])=[CH:9][CH:10]=2)[N:5]=[CH:4][N:3]=1.[NH2:14][C:15]1[CH:16]=[C:17]([NH:22][C:23](=[O:36])[C:24]2[CH:29]=[C:28]([F:30])[CH:27]=[C:26]([C:31]([C:34]#[N:35])([CH3:33])[CH3:32])[CH:25]=2)[CH:18]=[CH:19][C:20]=1[CH3:21]. Given the product [C:34]([C:31]([CH3:33])([CH3:32])[C:26]1[CH:25]=[C:24]([CH:29]=[C:28]([F:30])[CH:27]=1)[C:23]([NH:22][C:17]1[CH:18]=[CH:19][C:20]([CH3:21])=[C:15]([NH:14][C:2]2[C:11]3[C:6](=[CH:7][C:8]([O:12][CH3:13])=[CH:9][CH:10]=3)[N:5]=[CH:4][N:3]=2)[CH:16]=1)=[O:36])#[N:35], predict the reactants needed to synthesize it. (4) Given the product [CH3:2][O:3][C:4](=[O:17])[CH:5]=[CH:6][C:7]1[CH:12]=[CH:11][CH:10]=[C:9]([S:13]([Cl:20])(=[O:15])=[O:14])[CH:8]=1, predict the reactants needed to synthesize it. The reactants are: [Na].[CH3:2][O:3][C:4](=[O:17])[CH:5]=[CH:6][C:7]1[CH:12]=[CH:11][CH:10]=[C:9]([S:13](O)(=[O:15])=[O:14])[CH:8]=1.S(Cl)([Cl:20])=O.